Dataset: Reaction yield outcomes from USPTO patents with 853,638 reactions. Task: Predict the reaction yield, written as a fraction of the theoretical maximum amount of product (1.0 means a 100% yield; for example, 0.34 means a 34% yield). (1) The reactants are [OH:1][CH2:2][C:3]1([C:18]2[CH:19]=[N:20][CH:21]=[CH:22][C:23]=2O)[C:11]2[C:6](=[CH:7][CH:8]=[CH:9][CH:10]=2)[N:5]([CH2:12][CH2:13][CH2:14][CH2:15][CH3:16])[C:4]1=[O:17].C1(P(C2C=CC=CC=2)C2C=CC=CC=2)C=CC=CC=1.N(C(OCC)=O)=NC(OCC)=O. The catalyst is O1CCCC1. The product is [CH2:12]([N:5]1[C:6]2[C:11](=[CH:10][CH:9]=[CH:8][CH:7]=2)[C:3]2([C:18]3[CH:19]=[N:20][CH:21]=[CH:22][C:23]=3[O:1][CH2:2]2)[C:4]1=[O:17])[CH2:13][CH2:14][CH2:15][CH3:16]. The yield is 0.710. (2) The reactants are [CH3:1][O-:2].[Na+].[CH2:4]([O:6][C:7](=[O:15])[C:8]1[CH:13]=[CH:12][CH:11]=[N:10][C:9]=1Cl)[CH3:5]. The catalyst is CO. The product is [CH2:4]([O:6][C:7](=[O:15])[C:8]1[CH:13]=[CH:12][CH:11]=[N:10][C:9]=1[O:2][CH3:1])[CH3:5]. The yield is 0.790. (3) The reactants are [Cl:1][C:2]1[CH:7]=[CH:6][CH:5]=[CH:4][C:3]=1[CH:8]([NH:20][C:21]1[CH:26]=[CH:25][CH:24]=[C:23]([F:27])[CH:22]=1)[C:9]([NH:11][CH:12]1[CH2:17][CH2:16][CH2:15][C:14]([F:19])([F:18])[CH2:13]1)=[O:10].Cl[C:29](=[O:36])[CH2:30][NH:31][C:32](=[O:35])[O:33][CH3:34]. The catalyst is C1(C)C=CC=CC=1.C(Cl)Cl.C([O-])(O)=O.[Na+]. The product is [Cl:1][C:2]1[CH:7]=[CH:6][CH:5]=[CH:4][C:3]=1[CH:8]([N:20]([C:21]1[CH:26]=[CH:25][CH:24]=[C:23]([F:27])[CH:22]=1)[C:29](=[O:36])[CH2:30][NH:31][C:32](=[O:35])[O:33][CH3:34])[C:9]([NH:11][CH:12]1[CH2:17][CH2:16][CH2:15][C:14]([F:19])([F:18])[CH2:13]1)=[O:10]. The yield is 0.130. (4) The reactants are [S:1]([C:5]1[CH:6]=[C:7]([CH:12]=[CH:13][CH:14]=1)[C:8](OC)=[O:9])(=[O:4])(=[O:3])[NH2:2].[NH2:15][NH2:16]. The catalyst is CO. The product is [NH:15]([C:8]([C:7]1[CH:6]=[C:5]([S:1]([NH2:2])(=[O:4])=[O:3])[CH:14]=[CH:13][CH:12]=1)=[O:9])[NH2:16]. The yield is 0.508. (5) The reactants are [I:1][C:2]1[CH:14]=[CH:13][C:12]2[C:11]3[C:6](=[CH:7][CH:8]=[CH:9][CH:10]=3)[C:5](=[O:15])[C:4]=2[CH:3]=1.C(O)(=O)C.C(O)(=O)C.IC1C=CC=CC=1.CC(OC(C)=O)=O.CC(O)=O.[Br:42]Br. The catalyst is S(=O)(=O)(O)O.C(O)(=O)C. The product is [Br:42][C:8]1[CH:9]=[CH:10][C:11]2[C:12]3[C:4](=[CH:3][C:2]([I:1])=[CH:14][CH:13]=3)[C:5](=[O:15])[C:6]=2[CH:7]=1. The yield is 0.800. (6) The reactants are [OH-].[Na+].[NH:3]1[C:7]([C:8]([O:10]CC)=O)=[CH:6][C:5]([C:13]([O:15][CH2:16][CH3:17])=[O:14])=[N:4]1.Cl.Cl[CH2:20][CH2:21][NH2:22].Cl. The catalyst is C(#N)C.S([O-])(O)(=O)=O.C([N+](CCCC)(CCCC)CCCC)CCC. The product is [O:10]=[C:8]1[NH:22][CH2:21][CH2:20][N:3]2[N:4]=[C:5]([C:13]([O:15][CH2:16][CH3:17])=[O:14])[CH:6]=[C:7]12. The yield is 0.520.